This data is from Reaction yield outcomes from USPTO patents with 853,638 reactions. The task is: Predict the reaction yield, written as a fraction of the theoretical maximum amount of product (1.0 means a 100% yield; for example, 0.34 means a 34% yield). (1) The reactants are [OH:1][C:2]1[CH:7]=[CH:6][C:5]([N:8]2[CH2:13][CH2:12][NH:11][CH2:10][CH2:9]2)=[CH:4][CH:3]=1.[C:14]1(=O)[CH2:18][CH2:17][CH2:16][CH2:15]1.C(O)(=O)C.[BH3-]C#N.[Na+]. The catalyst is C1COCC1.O. The product is [CH:14]1([N:11]2[CH2:12][CH2:13][N:8]([C:5]3[CH:4]=[CH:3][C:2]([OH:1])=[CH:7][CH:6]=3)[CH2:9][CH2:10]2)[CH2:18][CH2:17][CH2:16][CH2:15]1. The yield is 0.490. (2) The reactants are [CH3:1][O:2][C:3]1[CH:4]=[CH:5][CH:6]=[C:7]2[C:11]=1[CH:10]([NH:12][C:13]1[O:14][CH2:15][C:16]3[CH:22]=[C:21]([NH2:23])[CH:20]=[CH:19][C:17]=3[N:18]=1)[CH2:9][CH2:8]2.[N:24]1([S:30](Cl)(=[O:32])=[O:31])[CH2:29][CH2:28][O:27][CH2:26][CH2:25]1. No catalyst specified. The product is [CH3:1][O:2][C:3]1[CH:4]=[CH:5][CH:6]=[C:7]2[C:11]=1[CH:10]([NH:12][C:13]1[O:14][CH2:15][C:16]3[CH:22]=[C:21]([NH:23][S:30]([N:24]4[CH2:29][CH2:28][O:27][CH2:26][CH2:25]4)(=[O:32])=[O:31])[CH:20]=[CH:19][C:17]=3[N:18]=1)[CH2:9][CH2:8]2. The yield is 0.540. (3) The reactants are [Cl:1][C:2]1[C:7]([Cl:8])=[CH:6][CH:5]=[CH:4][C:3]=1/[CH:9]=[CH:10]/[C:11](O)=[O:12].C(N(CC)CC)C.ClC(OCC(C)C)=O.[BH4-].[Na+]. The catalyst is C1COCC1. The product is [Cl:1][C:2]1[C:7]([Cl:8])=[CH:6][CH:5]=[CH:4][C:3]=1/[CH:9]=[CH:10]/[CH2:11][OH:12]. The yield is 0.980.